Dataset: NCI-60 drug combinations with 297,098 pairs across 59 cell lines. Task: Regression. Given two drug SMILES strings and cell line genomic features, predict the synergy score measuring deviation from expected non-interaction effect. (1) Drug 1: CC(C1=C(C=CC(=C1Cl)F)Cl)OC2=C(N=CC(=C2)C3=CN(N=C3)C4CCNCC4)N. Drug 2: C1CN1P(=S)(N2CC2)N3CC3. Cell line: ACHN. Synergy scores: CSS=26.4, Synergy_ZIP=-12.2, Synergy_Bliss=-6.48, Synergy_Loewe=-10.4, Synergy_HSA=-6.01. (2) Drug 1: CS(=O)(=O)CCNCC1=CC=C(O1)C2=CC3=C(C=C2)N=CN=C3NC4=CC(=C(C=C4)OCC5=CC(=CC=C5)F)Cl. Synergy scores: CSS=6.73, Synergy_ZIP=-1.81, Synergy_Bliss=1.09, Synergy_Loewe=-10.8, Synergy_HSA=-1.63. Drug 2: C1=CC=C(C(=C1)C(C2=CC=C(C=C2)Cl)C(Cl)Cl)Cl. Cell line: EKVX. (3) Drug 1: C(CN)CNCCSP(=O)(O)O. Drug 2: C1C(C(OC1N2C=NC3=C2NC=NCC3O)CO)O. Cell line: HCT116. Synergy scores: CSS=-4.86, Synergy_ZIP=-1.10, Synergy_Bliss=-9.20, Synergy_Loewe=-7.54, Synergy_HSA=-8.28.